The task is: Predict the reactants needed to synthesize the given product.. This data is from Full USPTO retrosynthesis dataset with 1.9M reactions from patents (1976-2016). (1) Given the product [ClH:36].[ClH:36].[CH3:1][C:2]1[N:3]=[C:4]([NH:7][C:8]2[CH:13]=[C:12]([O:14][C:15]3[CH:23]=[CH:22][CH:21]=[CH:20][C:16]=3[C:17]([NH:37][CH2:25][CH2:24][N:26]3[CH2:29][CH2:30][CH2:28][CH2:27]3)=[O:19])[CH:11]=[CH:10][N:9]=2)[S:5][CH:6]=1, predict the reactants needed to synthesize it. The reactants are: [CH3:1][C:2]1[N:3]=[C:4]([NH:7][C:8]2[CH:13]=[C:12]([O:14][C:15]3[CH:23]=[CH:22][CH:21]=[CH:20][C:16]=3[C:17]([OH:19])=O)[CH:11]=[CH:10][N:9]=2)[S:5][CH:6]=1.[CH2:24]([N:26]([CH2:29][CH3:30])[CH2:27][CH3:28])[CH3:25].C([Cl:36])(=O)OCC.[N:37]1CCCC=1CCN. (2) Given the product [CH2:26]([O:28][C:29]([CH:31]1[CH2:36][CH2:35][CH:34]([N:15]2[C:16]3=[N:17][C:18]([S:23][CH3:24])=[N:19][CH:20]=[C:21]3[CH2:22][N:13]([C:3]3[C:2]([F:1])=[C:7]([O:8][CH3:9])[CH:6]=[C:5]([O:10][CH3:11])[C:4]=3[F:12])[C:14]2=[O:25])[CH2:33][CH2:32]1)=[O:30])[CH3:27], predict the reactants needed to synthesize it. The reactants are: [F:1][C:2]1[C:7]([O:8][CH3:9])=[CH:6][C:5]([O:10][CH3:11])=[C:4]([F:12])[C:3]=1[N:13]1[CH2:22][C:21]2[C:16](=[N:17][C:18]([S:23][CH3:24])=[N:19][CH:20]=2)[NH:15][C:14]1=[O:25].[CH2:26]([O:28][C:29]([CH:31]1[CH2:36][CH2:35][CH:34](O)[CH2:33][CH2:32]1)=[O:30])[CH3:27].C1(P(C2C=CC=CC=2)C2C=CC=CC=2)C=CC=CC=1.CC(OC(/N=N/C(OC(C)C)=O)=O)C. (3) Given the product [Cl:12][C:13]1[CH:18]=[CH:17][C:16]([C:19]2([CH3:8])[CH2:20][O:21]2)=[CH:15][CH:14]=1, predict the reactants needed to synthesize it. The reactants are: CS(C)=O.[H-].[Na+].[I-].[CH3:8][S+](C)C.[Cl:12][C:13]1[CH:18]=[CH:17][C:16]([C:19](=[O:21])[CH3:20])=[CH:15][CH:14]=1. (4) Given the product [NH2:1][C@@:2]([C:9]1[CH:14]=[CH:13][CH:12]=[CH:11][CH:10]=1)([CH3:8])[CH2:3][OH:4], predict the reactants needed to synthesize it. The reactants are: [NH2:1][C@@:2]([C:9]1[CH:14]=[CH:13][CH:12]=[CH:11][CH:10]=1)([CH3:8])[C:3](OCC)=[O:4].N[C@](C1C=CC=CC=1)(C)C(OCC)=O. (5) The reactants are: [NH2:1][C:2]1[CH:7]=[CH:6][CH:5]=[CH:4][C:3]=1[NH:8][C:9]1[S:10][C:11]([C:15]([O:17][CH2:18][CH3:19])=[O:16])=[C:12]([CH3:14])[N:13]=1.[C:20](Cl)(Cl)=[O:21].C(=O)(O)[O-].[Na+]. Given the product [CH3:14][C:12]1[N:13]=[C:9]([N:8]2[C:3]3[CH:4]=[CH:5][CH:6]=[CH:7][C:2]=3[NH:1][C:20]2=[O:21])[S:10][C:11]=1[C:15]([O:17][CH2:18][CH3:19])=[O:16], predict the reactants needed to synthesize it. (6) Given the product [C:1]([O:4][CH2:5][C:6]([CH3:36])([CH3:35])[CH2:7][N:8]1[C:14]2[CH:15]=[CH:16][C:17]([Cl:19])=[CH:18][C:13]=2[C@@H:12]([C:20]2[CH:25]=[CH:24][CH:23]=[C:22]([O:26][CH3:27])[C:21]=2[O:28][CH3:29])[O:11][C@H:10]([CH2:30][C:31]([NH:53][C:54]2[CH:55]=[C:56]([CH2:68][CH3:69])[C:57]3[O:61][C:60]([C:62]([O:64][CH2:65][CH3:66])=[O:63])=[CH:59][C:58]=3[CH:67]=2)=[O:32])[C:9]1=[O:34])(=[O:3])[CH3:2], predict the reactants needed to synthesize it. The reactants are: [C:1]([O:4][CH2:5][C:6]([CH3:36])([CH3:35])[CH2:7][N:8]1[C:14]2[CH:15]=[CH:16][C:17]([Cl:19])=[CH:18][C:13]=2[C@@H:12]([C:20]2[CH:25]=[CH:24][CH:23]=[C:22]([O:26][CH3:27])[C:21]=2[O:28][CH3:29])[O:11][C@H:10]([CH2:30][C:31](O)=[O:32])[C:9]1=[O:34])(=[O:3])[CH3:2].C(N(CC)CC)C.ClC(OCC(C)C)=O.Cl.[NH2:53][C:54]1[CH:55]=[C:56]([CH2:68][CH3:69])[C:57]2[O:61][C:60]([C:62]([O:64][CH2:65][CH3:66])=[O:63])=[CH:59][C:58]=2[CH:67]=1.N1C=CC=CC=1.